From a dataset of Experimentally validated miRNA-target interactions with 360,000+ pairs, plus equal number of negative samples. Binary Classification. Given a miRNA mature sequence and a target amino acid sequence, predict their likelihood of interaction. (1) The miRNA is mmu-miR-486b-3p with sequence CGGGGCAGCUCAGUACAGGA. The protein sequence of the target gene is MFSRAQVRRALQRVPGKQRFGIYRFLPFFFVLGGAMEWIMIKVRVGQETFYDVYRRKASERQYQRRLEDTSETNLHKLIK. Result: 0 (no interaction). (2) The miRNA is mmu-miR-223-3p with sequence UGUCAGUUUGUCAAAUACCCCA. The protein sequence of the target gene is MAKVSVLNVAVLENPSPFHSPFRFEISFECSEALSDDLEWKIIYVGSAESEEFDQILDSVLVGPVPAGRHMFVFQADAPNPSLIPETDAVGVTVVLITCTYHGQEFIRVGYYVNNEYPDPELRENPPPKPDFSQLQRNILASNPRVTRFHINWDNNPDSLEAIENQDPNVDFSLSLSCTPVKSLGLPSCIPGLLPENSMDCI. Result: 1 (interaction). (3) The miRNA is rno-miR-122-5p with sequence UGGAGUGUGACAAUGGUGUUUG. The protein sequence of the target gene is MATSRASSRSHRDITNVMQRLQDEQEIVQKRTFTKWINSHLAKRKPPMVVDDLFEDMKDGIKLLALLEVLSGQKLPCEQGHRVKRIHAVANIGTALKFLEGRKIKLVNINATDIADGRPSIVLGLMWTIILYFQIEELTSNLPQLQSLSSSASSVDSMVSTETASPPSKRKVAAKIQGNAKKTLLKWVQHTAGKQMGIEVKDFGKSWRTGLAFHSVIHAIQPELVDLEKVKTRSNRENLEDAFTIAETQLGIPRLLDPEDVDVDKPDEKSIMTYVAQFLTQYPDIHGAGCDGQEDDVVFV.... Result: 0 (no interaction). (4) The miRNA is hsa-miR-6734-3p with sequence CCCUUCCCUCACUCUUCUCUCAG. The protein sequence of the target gene is MFNGEPGPASSGASRNVVRSSSISGEICGSQQAGGGAGTTTAKKRRSSLGAKMVAIVGLTQWSKSTLQLPQPEGATKKLRSNIRRSTETGIAVEMRSRVTRQGSRESTDGSTNSNSSDGTFIFPTTRLGAESQFSDFLDGLGPAQIVGRQTLATPPMGDVHIAIMDRSGQLEVEVIEARGLTPKPGSKSLPATYIKVYLLENGACLAKKKTKMTKKTCDPLYQQALLFDEGPQGKVLQVIVWGDYGRMDHKCFMGMAQIMLDELDLSAAVTGWYKLFPTSSVADSTLGSLTRRLSQSSLE.... Result: 1 (interaction). (5) The miRNA is hsa-miR-514b-3p with sequence AUUGACACCUCUGUGAGUGGA. The protein sequence of the target gene is MCGIWALFGSDDCLSVQCLSAMKIAHRGPDAFRFENVNGYTNCCFGFHRLAVVDPLFGMQPIRVKKYPYLWLCYNGEIYNHKKMQQHFEFEYQTKVDGEIILHLYDKGGIEQTICMLDGVFAFVLLDTANKKVFLGRDTYGVRPLFKAMTEDGFLAVCSEAKGLVTLKHSATPFLKVEPFLPGHYEVLDLKPNGKVASVEMVKYHHCRDVPLHALYDNVEKLFPGFEIETVKNNLRILFNNAVKKRLMTDRRIGCLLSGGLDSSLVAATLLKQLKEAQVQYPLQTFAIGMEDSPDLLAAR.... Result: 0 (no interaction). (6) The miRNA is hsa-miR-616-5p with sequence ACUCAAAACCCUUCAGUGACUU. The protein sequence of the target gene is MSGSNPKAAAAASAAGPGGLVAGKEEKKKAGGGVLNRLKARRQAPHHAADDGVGAAVTEQELLALDTIRPEHVLRLSRVTENYLCKPEDNIYSIDFTRFKIRDLETGTVLFEIAKPCVSDQEEDEEEGGGDVDISAGRFVRYQFTPAFLRLRTVGATVEFTVGDKPVSNFRMIERHYFREHLLKNFDFDFGFCIPSSRNTCEHIYEFPQLSEDVIRLMIENPYETRSDSFYFVDNKLIMHNKADYAYNGGQ. Result: 0 (no interaction). (7) The miRNA is mmu-miR-466p-5p with sequence UAUGUGUGUGUACAUGUACAU. The protein sequence of the target gene is MRHEAPMQMASAQDARFGQKDSSDQNFDYMFKLLIIGNSSVGKTSFLFRYADDSFTSAFVSTVGIDFKVKTVFKNEKRIKLQIWDTAGQERYRTITTAYYRGAMGFILMYDITNEESFNAVQDWSTQIKTYSWDNAQVILAGNKCDMEDERVVSTERGQRLGEQLGFEFFETSAKDNINVKQTFERLVDIICDKMSESLETDPAITAAKQSTRLKETPPPPQPNCGC. Result: 1 (interaction). (8) The miRNA is ssc-miR-204 with sequence UUCCCUUUGUCAUCCUAUGCCU. The protein sequence of the target gene is MAATAVAAGTGSPAGTESAEGGPGAAAALELWLNKATDPSMAEQDWSAIQKFCEQVNTDPSGPTHAPWLLAHKIQSPQEKEALYALTVLEICMNHCGEKFHSEVAKFRFLNELIKVLSPKYLGAWATEKVKGRVIEILFSWTVWFPEDIKIRDAYQMLKKQGIIKQDPKLPMDKILPPPSPWPKSIFDADEEKSKLLTRLLKSNHPEDLQAANRLIKNLVKEEQEKSEKVSRRVSAVEEVRSHVRVLREMLSMYRRPGHALPDQQALQVVYERCEKLRPTLFRLASDTTDDDDALAEILQ.... Result: 0 (no interaction). (9) The miRNA is hsa-miR-4791 with sequence UGGAUAUGAUGACUGAAA. The protein sequence of the target gene is MEPEAAAGARKARGRGCHCPGDAPWRPPPPRGPESPAPWRPWIQTPGDAELTRTGRPLEPRADQHTFGSKGAFGFQHPVRVYLPMSKRQEYLRSSGEQVLASFPVQATIDFYDDESTESASEAEEPEEGPPPLHLLPQEVGGRQENGPGGKGRDQGINQGQRSSGGGDHWGEGPLPQGVSSRGGKCSSSK. Result: 0 (no interaction). (10) The protein sequence of the target gene is MATTATCTRFTDDYQLFEELGKGAFSVVRRCVKKTSTQEYAAKIINTKKLSARDHQKLEREARICRLLKHPNIVRLHDSISEEGFHYLVFDLVTGGELFEDIVAREYYSEADASHCIHQILESVNHIHQHDIVHRDLKPENLLLASKCKGAAVKLADFGLAIEVQGEQQAWFGFAGTPGYLSPEVLRKDPYGKPVDIWACGVILYILLVGYPPFWDEDQHKLYQQIKAGAYDFPSPEWDTVTPEAKNLINQMLTINPAKRITADQALKHPWVCQRSTVASMMHRQETVECLRKFNARRKL.... The miRNA is mmu-miR-323-5p with sequence AGGUGGUCCGUGGCGCGUUCGC. Result: 0 (no interaction).